From a dataset of Full USPTO retrosynthesis dataset with 1.9M reactions from patents (1976-2016). Predict the reactants needed to synthesize the given product. Given the product [C:1]([NH:4][CH2:5][CH2:6][CH2:7][S:8]([O:11][CH2:12][C:13]([CH3:28])([CH3:27])[C@@H:14]([PH:29]([O:31][C:32]1[CH:37]=[CH:36][CH:35]=[CH:34][CH:33]=1)=[O:30])[C:15]([O:17][CH2:18][CH2:19][O:20][C:21](=[O:25])[CH:22]([CH3:24])[CH3:23])=[O:16])(=[O:10])=[O:9])(=[O:3])[CH3:2], predict the reactants needed to synthesize it. The reactants are: [C:1]([NH:4][CH2:5][CH2:6][CH2:7][S:8]([O:11][CH2:12][C:13]([CH3:28])([CH3:27])[C@@H:14](O)[C:15]([O:17][CH2:18][CH2:19][O:20][C:21](=[O:25])[CH:22]([CH3:24])[CH3:23])=[O:16])(=[O:10])=[O:9])(=[O:3])[CH3:2].[P:29](Cl)(OC1C=CC=CC=1)([O:31][C:32]1[CH:37]=[CH:36][CH:35]=[CH:34][CH:33]=1)=[O:30].C(N(CC)CC)C.